From a dataset of Forward reaction prediction with 1.9M reactions from USPTO patents (1976-2016). Predict the product of the given reaction. (1) Given the reactants [CH3:1][Mg]Cl.Br[C:5]1[CH:10]=[C:9]([F:11])[C:8]([NH:12][C:13]([N:15]2[CH2:23][C:22]3[C:17](=[CH:18][CH:19]=[CH:20][C:21]=3[CH3:24])[CH2:16]2)=[O:14])=[C:7]([F:25])[CH:6]=1, predict the reaction product. The product is: [F:11][C:9]1[CH:10]=[C:5]([CH3:1])[CH:6]=[C:7]([F:25])[C:8]=1[NH:12][C:13]([N:15]1[CH2:23][C:22]2[C:17](=[CH:18][CH:19]=[CH:20][C:21]=2[CH3:24])[CH2:16]1)=[O:14]. (2) Given the reactants C(Cl)(=O)C(Cl)=O.CS(C)=O.[F:11][CH2:12][CH2:13][OH:14].CCN(CC)CC.[CH3:22][NH:23][C:24](=[O:31])[CH2:25][CH2:26][CH2:27][N+:28]([O-:30])=[O:29], predict the reaction product. The product is: [CH3:22][NH:23][C:24](=[O:31])[CH2:25][CH2:26][CH:27]([N+:28]([O-:30])=[O:29])[CH:13]([OH:14])[CH2:12][F:11]. (3) Given the reactants [Br:1][C:2]1[N:3]=[C:4]([NH:16][CH2:17][C:18]2[C:23]([F:24])=[CH:22][CH:21]=[C:20]([F:25])[C:19]=2[Cl:26])[C:5]([NH:8][C:9](=[O:15])[C:10](OCC)=[O:11])=[N:6][CH:7]=1, predict the reaction product. The product is: [Br:1][C:2]1[N:3]=[C:4]2[N:16]([CH2:17][C:18]3[C:23]([F:24])=[CH:22][CH:21]=[C:20]([F:25])[C:19]=3[Cl:26])[C:10](=[O:11])[C:9](=[O:15])[NH:8][C:5]2=[N:6][CH:7]=1. (4) Given the reactants [Mg+2].[Cl-:2].[Cl-].[Cl-].[K+].CC1(C)S[C@@H]2[C@H:12](NC([C@H](N)C3C=CC=CC=3)=O)[C:13](=[O:14])N2[C@H]1C(O)=O.O=C[C@H:32]([C@@H:34]([C@@H:36]([CH2:38][OH:39])O)[OH:35])O, predict the reaction product. The product is: [CH2:13]([O:14][C:38](=[O:39])[CH2:36][C:34](=[O:35])[CH2:32][Cl:2])[CH3:12]. (5) Given the reactants [CH2:1]([O:8][CH2:9][C:10]([CH2:14][O:15][CH2:16][C:17]1[CH:22]=[CH:21][CH:20]=[CH:19][CH:18]=1)=[CH:11][C:12]#[N:13])[C:2]1[CH:7]=[CH:6][CH:5]=[CH:4][CH:3]=1, predict the reaction product. The product is: [CH2:16]([O:15][CH2:14][CH:10]([CH2:9][O:8][CH2:1][C:2]1[CH:3]=[CH:4][CH:5]=[CH:6][CH:7]=1)[CH2:11][C:12]#[N:13])[C:17]1[CH:18]=[CH:19][CH:20]=[CH:21][CH:22]=1. (6) Given the reactants [Cl:1][C:2]1[CH:3]=[C:4]([C:8]2[C:13]([O:14][CH3:15])=[CH:12][CH:11]=[C:10]([CH2:16][C:17]3[CH:18]=[CH:19][C:20](F)=[N:21][CH:22]=3)[CH:9]=2)[CH:5]=[CH:6][CH:7]=1.[N+](C1C=C(B(O)O)C=CC=1)([O-])=[O:25].N12[CH2:46][CH2:45][CH2:44][N:43]=[C:42]1CCCCC2, predict the reaction product. The product is: [Cl:1][C:2]1[CH:3]=[C:4]([C:8]2[C:13]([O:14][CH3:15])=[CH:12][CH:11]=[C:10]([CH2:16][C:17]3[CH:18]=[CH:19][C:20]([N:43]4[CH2:42][CH2:46][CH:45]([OH:25])[CH2:44]4)=[N:21][CH:22]=3)[CH:9]=2)[CH:5]=[CH:6][CH:7]=1.